From a dataset of Full USPTO retrosynthesis dataset with 1.9M reactions from patents (1976-2016). Predict the reactants needed to synthesize the given product. (1) Given the product [Br:1][C:2]1[C:10]2[S:9][C:8]([CH:11]([C:15]3[CH:20]=[CH:19][CH:18]=[C:17]([C:21]([F:24])([F:23])[F:22])[CH:16]=3)[OH:12])=[CH:7][C:6]=2[CH:5]=[CH:4][CH:3]=1, predict the reactants needed to synthesize it. The reactants are: [Br:1][C:2]1[C:10]2[S:9][C:8]([CH:11]=[O:12])=[CH:7][C:6]=2[CH:5]=[CH:4][CH:3]=1.[Mg].Br[C:15]1[CH:20]=[CH:19][CH:18]=[C:17]([C:21]([F:24])([F:23])[F:22])[CH:16]=1.[Cl-].[NH4+]. (2) The reactants are: O[CH2:2]N1[C@H](C)CCC1.[C:22]1(P([C:22]2[CH:27]=[CH:26][CH:25]=[CH:24][CH:23]=2)[C:22]2[CH:27]=[CH:26][CH:25]=[CH:24][CH:23]=2)[CH:27]=[CH:26][CH:25]=[CH:24][CH:23]=1.[OH:28][C:29]1[CH:38]=[CH:37][C:32]([C:33]([O:35][CH3:36])=[O:34])=[CH:31][CH:30]=1.[N:39]([C:47]([O:49][CH:50]([CH3:52])[CH3:51])=[O:48])=[N:39][C:47]([O:49][CH:50]([CH3:52])[CH3:51])=[O:48]. Given the product [C:47]([N:39]1[C@H:27]([CH3:22])[CH2:26][CH2:25][C@H:24]1[CH2:23][O:28][C:29]1[CH:30]=[CH:31][C:32]([C:33]([O:35][CH3:36])=[O:34])=[CH:37][CH:38]=1)([O:49][C:50]([CH3:52])([CH3:2])[CH3:51])=[O:48], predict the reactants needed to synthesize it. (3) Given the product [Br:1][C:2]1[CH:7]=[CH:6][CH:5]=[CH:4][C:3]=1[CH2:8][N:9]1[C:10]([OH:30])=[C:11]([C:26]([NH:31][C:32]2[CH:33]=[N:34][CH:35]=[CH:36][CH:37]=2)=[O:27])[C:12]([OH:25])=[C:13]([C:16]([NH:18][CH2:19][C:20]([OH:22])=[O:21])=[O:17])[C:14]1=[O:15], predict the reactants needed to synthesize it. The reactants are: [Br:1][C:2]1[CH:7]=[CH:6][CH:5]=[CH:4][C:3]=1[CH2:8][N:9]1[C:14](=[O:15])[C:13]([C:16]([NH:18][CH2:19][C:20]([O:22]CC)=[O:21])=[O:17])=[C:12]([OH:25])[C:11]([C:26](OC)=[O:27])=[C:10]1[OH:30].[NH2:31][C:32]1[CH:33]=[N:34][CH:35]=[CH:36][CH:37]=1.Cl. (4) Given the product [C:12]([O:15][C:16](=[O:17])[NH:2][CH2:3][CH:4]1[CH2:9][CH2:8][CH2:7][CH2:6][CH:5]1[OH:10])([CH3:14])([CH3:13])[CH3:11], predict the reactants needed to synthesize it. The reactants are: Cl.[NH2:2][CH2:3][CH:4]1[CH2:9][CH2:8][CH2:7][CH2:6][CH:5]1[OH:10].[CH3:11][C:12]([O:15][C:16](O[C:16]([O:15][C:12]([CH3:14])([CH3:13])[CH3:11])=[O:17])=[O:17])([CH3:14])[CH3:13].CCN(C(C)C)C(C)C. (5) Given the product [CH2:1]([N:8]1[CH2:13][CH2:12][O:11][CH:10]([C:14]([C:25]2[CH:30]=[CH:29][CH:28]=[CH:27][CH:26]=2)([OH:24])[CH2:15][C:16]2[CH:21]=[C:20]([F:39])[CH:19]=[CH:18][C:17]=2[O:22][CH3:23])[CH2:9]1)[C:2]1[CH:3]=[CH:4][CH:5]=[CH:6][CH:7]=1, predict the reactants needed to synthesize it. The reactants are: [CH2:1]([N:8]1[CH2:13][CH2:12][O:11][CH:10]([C:14]([C:25]2[CH:30]=[CH:29][CH:28]=[CH:27][CH:26]=2)([OH:24])[CH2:15][C:16]2[CH:21]=[CH:20][CH:19]=[CH:18][C:17]=2[O:22][CH3:23])[CH2:9]1)[C:2]1[CH:7]=[CH:6][CH:5]=[CH:4][CH:3]=1.ClCC1C=C([F:39])C=CC=1OC. (6) Given the product [F:18][C:17]([F:20])([F:19])[C:15]1[CH:14]=[CH:13][N:12]2[C:8]([C:6]3[CH:5]=[CH:4][N:3]=[C:2]([C:26]4[CH:33]=[CH:32][CH:31]=[CH:30][C:27]=4[C:28]#[N:29])[N:7]=3)=[CH:9][N:10]=[C:11]2[N:16]=1, predict the reactants needed to synthesize it. The reactants are: Cl[C:2]1[N:7]=[C:6]([C:8]2[N:12]3[CH:13]=[CH:14][C:15]([C:17]([F:20])([F:19])[F:18])=[N:16][C:11]3=[N:10][CH:9]=2)[CH:5]=[CH:4][N:3]=1.C([Sn](CCCC)(CCCC)[C:26]1[CH:33]=[CH:32][CH:31]=[CH:30][C:27]=1[C:28]#[N:29])CCC.[Cl-].[Li+].